Predict the product of the given reaction. From a dataset of Forward reaction prediction with 1.9M reactions from USPTO patents (1976-2016). (1) Given the reactants [Br:1]N1C(=O)C2C(=CC=CC=2)S1(=O)=O.C1C=CC(P(C2C=CC=CC=2)C2C=CC=CC=2)=CC=1.[F:33][C:34]([C:37]1[CH:38]=[C:39]([CH2:47]O)[CH:40]=[C:41]([F:46])[C:42]=1[N+:43]([O-:45])=[O:44])([F:36])[CH3:35], predict the reaction product. The product is: [Br:1][CH2:47][C:39]1[CH:40]=[C:41]([F:46])[C:42]([N+:43]([O-:45])=[O:44])=[C:37]([C:34]([F:36])([F:33])[CH3:35])[CH:38]=1. (2) Given the reactants Cl[C:2]1[N:7]=[C:6]2[N:8]([CH2:11][O:12][CH2:13][CH2:14][Si:15]([CH3:18])([CH3:17])[CH3:16])[CH:9]=[CH:10][C:5]2=[C:4]([CH2:19][C:20]2[CH:25]=[CH:24][C:23]([N+:26]([O-])=O)=[CH:22][C:21]=2[F:29])[CH:3]=1.C(N(CC)CC)C.[H][H], predict the reaction product. The product is: [F:29][C:21]1[CH:22]=[C:23]([CH:24]=[CH:25][C:20]=1[CH2:19][C:4]1[CH:3]=[CH:2][N:7]=[C:6]2[N:8]([CH2:11][O:12][CH2:13][CH2:14][Si:15]([CH3:16])([CH3:18])[CH3:17])[CH:9]=[CH:10][C:5]=12)[NH2:26]. (3) Given the reactants [CH2:1]([O:3][C:4](=[O:21])[CH2:5][O:6][C:7]1[CH:12]=[C:11]([O:13][CH3:14])[C:10]([Cl:15])=[CH:9][C:8]=1[CH:16]([OH:20])[CH:17]([CH3:19])[CH3:18])[CH3:2], predict the reaction product. The product is: [CH2:1]([O:3][C:4](=[O:21])[CH2:5][O:6][C:7]1[CH:12]=[C:11]([O:13][CH3:14])[C:10]([Cl:15])=[CH:9][C:8]=1[C:16](=[O:20])[CH:17]([CH3:18])[CH3:19])[CH3:2]. (4) Given the reactants [NH2:1][C:2]1[C:11]2[N:12]=[C:13]([CH2:20][O:21][CH2:22][CH3:23])[N:14]([CH2:15][C:16]([OH:19])([CH3:18])[CH3:17])[C:10]=2[C:9]2[CH:8]=[CH:7][C:6]([OH:24])=[CH:5][C:4]=2[N:3]=1.Br[CH2:26][C:27]([N:29]1[CH2:34][CH2:33][O:32][CH2:31][CH2:30]1)=[O:28].C(=O)([O-])[O-].[Cs+].[Cs+].O, predict the reaction product. The product is: [NH2:1][C:2]1[C:11]2[N:12]=[C:13]([CH2:20][O:21][CH2:22][CH3:23])[N:14]([CH2:15][C:16]([CH3:18])([OH:19])[CH3:17])[C:10]=2[C:9]2[CH:8]=[CH:7][C:6]([O:24][CH2:26][C:27]([N:29]3[CH2:34][CH2:33][O:32][CH2:31][CH2:30]3)=[O:28])=[CH:5][C:4]=2[N:3]=1.